This data is from Full USPTO retrosynthesis dataset with 1.9M reactions from patents (1976-2016). The task is: Predict the reactants needed to synthesize the given product. Given the product [NH2:10][C:11]1[CH:16]=[CH:15][C:14]([O:17][C:18]2[CH:23]=[CH:22][N:21]=[C:20]([NH:24][C:25]([N:27]3[CH2:32][CH2:31][CH:30]([N:33]4[CH2:36][CH:35]([N:37]([CH3:39])[CH3:38])[CH2:34]4)[CH2:29][CH2:28]3)=[O:26])[CH:19]=2)=[CH:13][C:12]=1[F:40], predict the reactants needed to synthesize it. The reactants are: C(OC(=O)[NH:10][C:11]1[CH:16]=[CH:15][C:14]([O:17][C:18]2[CH:23]=[CH:22][N:21]=[C:20]([NH:24][C:25]([N:27]3[CH2:32][CH2:31][CH:30]([N:33]4[CH2:36][CH:35]([N:37]([CH3:39])[CH3:38])[CH2:34]4)[CH2:29][CH2:28]3)=[O:26])[CH:19]=2)=[CH:13][C:12]=1[F:40])C1C=CC=CC=1.